Predict the reactants needed to synthesize the given product. From a dataset of Full USPTO retrosynthesis dataset with 1.9M reactions from patents (1976-2016). (1) Given the product [OH:1][C@H:2]([CH2:19][NH:20][C:21]([CH3:33])([CH3:34])[CH2:22][C:23]1[CH:32]=[CH:31][C:30]2[C:25](=[CH:26][CH:27]=[CH:28][CH:29]=2)[CH:24]=1)[CH2:3][O:4][C@@H:5]([C:7]1[CH:12]=[CH:11][CH:10]=[CH:9][C:8]=1[CH2:13][CH2:14][C:15]([OH:17])=[O:16])[CH3:6], predict the reactants needed to synthesize it. The reactants are: [OH:1][C@H:2]([CH2:19][NH:20][C:21]([CH3:34])([CH3:33])[CH2:22][C:23]1[CH:32]=[CH:31][C:30]2[C:25](=[CH:26][CH:27]=[CH:28][CH:29]=2)[CH:24]=1)[CH2:3][O:4][C@@H:5]([C:7]1[CH:12]=[CH:11][CH:10]=[CH:9][C:8]=1[CH2:13][CH2:14][C:15]([O:17]C)=[O:16])[CH3:6].[OH-].[Na+]. (2) Given the product [NH2:57][C:58]1[N:63]=[CH:62][C:61]([CH2:64][N:65]2[C:66](=[S:44])[C:67]([C:84]3[CH:89]=[CH:88][CH:87]=[CH:86][CH:85]=3)=[C:68]([NH:71][C:72]3[CH:77]=[CH:76][C:75]([N:78]4[CH2:83][CH2:82][O:81][CH2:80][CH2:79]4)=[CH:74][CH:73]=3)[C:69]2=[S:70])=[CH:60][CH:59]=1, predict the reactants needed to synthesize it. The reactants are: NC1N=CC(CN2C(=O)C(C3C=CC=CC=3)=C(NC3C=CC(N4CCOCC4)=CC=3)C2=O)=CC=1.COC1C=CC(P2(SP(C3C=CC(OC)=CC=3)(=S)S2)=[S:44])=CC=1.[NH2:57][C:58]1[N:63]=[CH:62][C:61]([CH2:64][N:65]2[C:69](=[S:70])[C:68]([NH:71][C:72]3[CH:77]=[CH:76][C:75]([N:78]4[CH2:83][CH2:82][O:81][CH2:80][CH2:79]4)=[CH:74][CH:73]=3)=[C:67]([C:84]3[CH:89]=[CH:88][CH:87]=[CH:86][CH:85]=3)[C:66]2=O)=[CH:60][CH:59]=1.